Task: Regression. Given two drug SMILES strings and cell line genomic features, predict the synergy score measuring deviation from expected non-interaction effect.. Dataset: NCI-60 drug combinations with 297,098 pairs across 59 cell lines (1) Drug 1: C(CC(=O)O)C(=O)CN.Cl. Drug 2: CS(=O)(=O)OCCCCOS(=O)(=O)C. Cell line: SR. Synergy scores: CSS=62.0, Synergy_ZIP=-1.75, Synergy_Bliss=0.749, Synergy_Loewe=-0.983, Synergy_HSA=-0.821. (2) Drug 1: CC1C(C(=O)NC(C(=O)N2CCCC2C(=O)N(CC(=O)N(C(C(=O)O1)C(C)C)C)C)C(C)C)NC(=O)C3=C4C(=C(C=C3)C)OC5=C(C(=O)C(=C(C5=N4)C(=O)NC6C(OC(=O)C(N(C(=O)CN(C(=O)C7CCCN7C(=O)C(NC6=O)C(C)C)C)C)C(C)C)C)N)C. Drug 2: C1=CN(C=N1)CC(O)(P(=O)(O)O)P(=O)(O)O. Cell line: NCI-H226. Synergy scores: CSS=17.4, Synergy_ZIP=-5.63, Synergy_Bliss=-2.57, Synergy_Loewe=-32.1, Synergy_HSA=-1.62.